Dataset: Peptide-MHC class II binding affinity with 134,281 pairs from IEDB. Task: Regression. Given a peptide amino acid sequence and an MHC pseudo amino acid sequence, predict their binding affinity value. This is MHC class II binding data. (1) The peptide sequence is KVSDDITYVATATLP. The MHC is HLA-DQA10501-DQB10301 with pseudo-sequence HLA-DQA10501-DQB10301. The binding affinity (normalized) is 0.349. (2) The peptide sequence is EHCSLNENITVPDTK. The MHC is DRB5_0101 with pseudo-sequence DRB5_0101. The binding affinity (normalized) is 0.187. (3) The peptide sequence is WSKDIYNYMEPYVSK. The MHC is HLA-DPA10103-DPB10301 with pseudo-sequence HLA-DPA10103-DPB10301. The binding affinity (normalized) is 0.200. (4) The peptide sequence is QLALHKMKSSDAREE. The MHC is H-2-IAb with pseudo-sequence H-2-IAb. The binding affinity (normalized) is 0.156. (5) The peptide sequence is LESILIKPSNSEDLL. The MHC is DRB1_0701 with pseudo-sequence DRB1_0701. The binding affinity (normalized) is 0.621. (6) The peptide sequence is MLGARYLEFEALGFL. The MHC is DRB1_0901 with pseudo-sequence DRB1_0901. The binding affinity (normalized) is 0.593.